This data is from Full USPTO retrosynthesis dataset with 1.9M reactions from patents (1976-2016). The task is: Predict the reactants needed to synthesize the given product. (1) Given the product [CH:1]1([N:6]2[C:14]3[CH:13]=[CH:12][N:11]=[C:10]([O:15][CH3:16])[C:9]=3[C:8]([C:17]3[CH:18]=[C:19]([C:22]([NH:28][CH:25]4[CH2:27][CH2:26]4)=[O:24])[S:20][CH:21]=3)=[N:7]2)[CH2:5][CH2:4][CH2:3][CH2:2]1, predict the reactants needed to synthesize it. The reactants are: [CH:1]1([N:6]2[C:14]3[CH:13]=[CH:12][N:11]=[C:10]([O:15][CH3:16])[C:9]=3[C:8]([C:17]3[CH:18]=[C:19]([C:22]([OH:24])=O)[S:20][CH:21]=3)=[N:7]2)[CH2:5][CH2:4][CH2:3][CH2:2]1.[CH:25]1([NH2:28])[CH2:27][CH2:26]1.CCN=C=NCCCN(C)C.Cl.C1C=CC2N(O)N=NC=2C=1. (2) Given the product [CH3:1][O:2][C:3]1[CH:4]=[C:5]([O:12][C:20]2[C:21]3[N:28]([CH3:29])[CH:27]=[CH:26][C:22]=3[N:23]=[CH:24][N:25]=2)[CH:6]=[CH:7][C:8]=1[NH2:9], predict the reactants needed to synthesize it. The reactants are: [CH3:1][O:2][C:3]1[CH:4]=[C:5]([OH:12])[CH:6]=[CH:7][C:8]=1[N+:9]([O-])=O.C(=O)([O-])[O-].[K+].[K+].Cl[C:20]1[C:21]2[N:28]([CH3:29])[CH:27]=[CH:26][C:22]=2[N:23]=[CH:24][N:25]=1. (3) Given the product [NH2:1][C:2]1[C:3]([C:44]2[CH:45]=[C:40]([NH:39][S:36]([C:33]3[CH:34]=[CH:35][C:30]([F:29])=[CH:31][CH:32]=3)(=[O:38])=[O:37])[CH:41]=[C:42]([OH:55])[CH:43]=2)=[C:4]([NH:8][C@H:9]([C:11]2[N:16]([C:17]3[CH:22]=[CH:21][CH:20]=[CH:19][CH:18]=3)[C:15](=[O:23])[C:14]3=[C:24]([CH3:27])[CH:25]=[CH:26][N:13]3[N:12]=2)[CH3:10])[N:5]=[CH:6][N:7]=1, predict the reactants needed to synthesize it. The reactants are: [NH2:1][C:2]1[N:7]=[CH:6][N:5]=[C:4]([NH:8][C@H:9]([C:11]2[N:16]([C:17]3[CH:22]=[CH:21][CH:20]=[CH:19][CH:18]=3)[C:15](=[O:23])[C:14]3=[C:24]([CH3:27])[CH:25]=[CH:26][N:13]3[N:12]=2)[CH3:10])[C:3]=1Br.[F:29][C:30]1[CH:35]=[CH:34][C:33]([S:36]([NH:39][C:40]2[CH:45]=[C:44](B3OC(C)(C)C(C)(C)O3)[CH:43]=[C:42]([OH:55])[CH:41]=2)(=[O:38])=[O:37])=[CH:32][CH:31]=1.C(=O)([O-])[O-].[Cs+].[Cs+]. (4) Given the product [Br:33][C:34]1[CH:35]=[CH:36][C:37]([NH:40][C:17]([C:16]2[CH:15]=[CH:14][C:13]([O:12][C:11]3[CH:10]=[C:9]4[C:4]([CH:5]([C:22]([O:24][CH2:25][CH3:26])=[O:23])[CH2:6][CH2:7][O:8]4)=[CH:3][C:2]=3[Cl:1])=[CH:21][CH:20]=2)=[O:19])=[N:38][CH:39]=1, predict the reactants needed to synthesize it. The reactants are: [Cl:1][C:2]1[CH:3]=[C:4]2[C:9](=[CH:10][C:11]=1[O:12][C:13]1[CH:21]=[CH:20][C:16]([C:17]([OH:19])=O)=[CH:15][CH:14]=1)[O:8][CH2:7][CH2:6][CH:5]2[C:22]([O:24][CH2:25][CH3:26])=[O:23].C(Cl)(=O)C(Cl)=O.[Br:33][C:34]1[CH:35]=[CH:36][C:37]([NH2:40])=[N:38][CH:39]=1.N1C=CC=CC=1.